From a dataset of hERG potassium channel inhibition data for cardiac toxicity prediction from Karim et al.. Regression/Classification. Given a drug SMILES string, predict its toxicity properties. Task type varies by dataset: regression for continuous values (e.g., LD50, hERG inhibition percentage) or binary classification for toxic/non-toxic outcomes (e.g., AMES mutagenicity, cardiotoxicity, hepatotoxicity). Dataset: herg_karim. (1) The molecule is Cc1ccc(NC(=O)c2cccc(C(C)(C)C#N)c2)cc1Nc1ccc2ncn(C)c(=O)c2c1. The result is 0 (non-blocker). (2) The compound is O=C(O)c1ccc(CN2CCC(CN3CCC(Oc4ccc(Cl)c(Cl)c4)CC3)CC2)cc1. The result is 0 (non-blocker). (3) The compound is COc1ccccc1-c1nc2c(C(=O)NC3C[C@H]4CCC[C@H](C3)N4C)cccc2o1. The result is 1 (blocker). (4) The drug is CNC(=O)c1ccccc1Nc1nc(Nc2ccc3c(c2OC)CCC[C@@H](N2CCN(CCO)CC2)C3)ncc1Cl. The result is 0 (non-blocker).